Dataset: Forward reaction prediction with 1.9M reactions from USPTO patents (1976-2016). Task: Predict the product of the given reaction. (1) Given the reactants Br[C:2]1[CH:7]=[C:6]([CH3:8])[N:5]=[CH:4][C:3]=1[O:9][CH2:10][C:11]1[N:12]=[C:13]([NH:16][C:17](=[O:19])[CH3:18])[S:14][CH:15]=1.C(=O)([O-])[O-].[Cs+].[Cs+].F[B-](F)(F)F.C(P(CCCC)CCCC)CCC.CCOC(C)=O, predict the reaction product. The product is: [CH3:8][C:6]1[CH:7]=[C:2]2[C:3]([O:9][CH2:10][C:11]3[N:12]=[C:13]([NH:16][C:17](=[O:19])[CH3:18])[S:14][C:15]=32)=[CH:4][N:5]=1. (2) Given the reactants Cl[C:2]1[N:7]=[C:6]([Cl:8])[N:5]=[C:4]([N:9]2[CH2:15][C:11]3([CH2:14][O:13][CH2:12]3)[CH2:10]2)[N:3]=1.C(=O)([O-])[O-].[K+].[K+].[F:22][CH:23]([F:33])[C:24]1[NH:28][C:27]2[CH:29]=[CH:30][CH:31]=[CH:32][C:26]=2[N:25]=1, predict the reaction product. The product is: [Cl:8][C:6]1[N:7]=[C:2]([N:25]2[C:26]3[CH:32]=[CH:31][CH:30]=[CH:29][C:27]=3[N:28]=[C:24]2[CH:23]([F:22])[F:33])[N:3]=[C:4]([N:9]2[CH2:15][C:11]3([CH2:14][O:13][CH2:12]3)[CH2:10]2)[N:5]=1. (3) Given the reactants [F:1][C:2]1[CH:7]=[CH:6][CH:5]=[C:4]([F:8])[C:3]=1[CH:9]([C:11]1[CH:16]=[CH:15][CH:14]=[C:13]([O:17][CH3:18])[C:12]=1[N+:19]([O-])=O)[OH:10].Cl.[Sn], predict the reaction product. The product is: [NH2:19][C:12]1[C:13]([O:17][CH3:18])=[CH:14][CH:15]=[CH:16][C:11]=1[CH:9]([C:3]1[C:4]([F:8])=[CH:5][CH:6]=[CH:7][C:2]=1[F:1])[OH:10]. (4) Given the reactants [C:1]([C:5]1[CH:9]=[C:8](/[CH:10]=[CH:11]/[C:12](O)=[O:13])[N:7]([CH2:15][C:16]2[CH:21]=[CH:20][C:19]([C:22]([F:25])([F:24])[F:23])=[CH:18][C:17]=2[Cl:26])[N:6]=1)([CH3:4])([CH3:3])[CH3:2].[CH2:27]([S:32]([NH2:35])(=[O:34])=[O:33])[CH2:28][CH2:29][CH2:30][CH3:31].N12CCCN=C1CCCCC2, predict the reaction product. The product is: [C:1]([C:5]1[CH:9]=[C:8](/[CH:10]=[CH:11]/[C:12]([NH:35][S:32]([CH2:27][CH2:28][CH2:29][CH2:30][CH3:31])(=[O:34])=[O:33])=[O:13])[N:7]([CH2:15][C:16]2[CH:21]=[CH:20][C:19]([C:22]([F:24])([F:23])[F:25])=[CH:18][C:17]=2[Cl:26])[N:6]=1)([CH3:3])([CH3:4])[CH3:2]. (5) Given the reactants [Br:1][C:2]1[CH:3]=[CH:4][C:5]([C:8]2[CH2:12][C@@H:11]([CH2:13][OH:14])[O:10][N:9]=2)=[N:6][CH:7]=1.[C:15]([O:18][C@@H:19]1[C@@H:31]([O:32][C:33](=[O:35])[CH3:34])[C@H:30]([O:36][C:37](=[O:39])[CH3:38])[C@@H:29]([CH2:40][O:41][C:42](=[O:44])[CH3:43])[O:28][C@@H:20]1OC(=N)C(Cl)(Cl)Cl)(=[O:17])[CH3:16].FC(F)(F)S(O[Si](C)(C)C)(=O)=O, predict the reaction product. The product is: [C:15]([O:18][C@@H:19]1[C@@H:31]([O:32][C:33](=[O:35])[CH3:34])[C@H:30]([O:36][C:37](=[O:39])[CH3:38])[C@@H:29]([CH2:40][O:41][C:42](=[O:44])[CH3:43])[O:28][C@H:20]1[O:14][CH2:13][C@H:11]1[O:10][N:9]=[C:8]([C:5]2[CH:4]=[CH:3][C:2]([Br:1])=[CH:7][N:6]=2)[CH2:12]1)(=[O:17])[CH3:16]. (6) Given the reactants [OH:1][CH2:2][CH:3]1[CH2:17][C@@H:6]2[CH2:7][N:8](C(OC(C)(C)C)=O)[CH2:9][C@@H:5]2[CH2:4]1.[ClH:18].C(OCC)(=O)C, predict the reaction product. The product is: [ClH:18].[CH2:7]1[C@H:6]2[CH2:17][CH:3]([CH2:2][OH:1])[CH2:4][C@H:5]2[CH2:9][NH:8]1. (7) Given the reactants [F:1][C:2]1[CH:7]=[CH:6][C:5]([N:8]2[C:12](B(O)O)=[CH:11][C:10]([C:16]([F:19])([F:18])[F:17])=[N:9]2)=[C:4]([CH3:20])[CH:3]=1.Br[C:22]1[CH:30]=[C:29]2[C:25]([CH2:26][C:27](=[O:31])[NH:28]2)=[CH:24][CH:23]=1.C([O-])(=O)C.[K+], predict the reaction product. The product is: [F:1][C:2]1[CH:7]=[CH:6][C:5]([N:8]2[C:12]([C:22]3[CH:30]=[C:29]4[C:25]([CH2:26][C:27](=[O:31])[NH:28]4)=[CH:24][CH:23]=3)=[CH:11][C:10]([C:16]([F:19])([F:18])[F:17])=[N:9]2)=[C:4]([CH3:20])[CH:3]=1. (8) Given the reactants [C:1]([C:3]1([CH3:18])[CH2:8][CH2:7][CH:6]([CH2:9][NH:10]C(=O)OC(C)(C)C)[CH2:5][CH2:4]1)#[N:2].FC(F)(F)C(O)=O, predict the reaction product. The product is: [NH2:10][CH2:9][CH:6]1[CH2:7][CH2:8][C:3]([CH3:18])([C:1]#[N:2])[CH2:4][CH2:5]1. (9) Given the reactants [C@H:1]([NH:5][C:6]1[C:7](OS(C(F)(F)F)(=O)=O)=[N:8][C:9]2[C:14]([N:15]=1)=[CH:13][C:12]([C:16]([O:18][CH3:19])=[O:17])=[CH:11][CH:10]=2)([CH2:3][CH3:4])[CH3:2].[F:28][C:29]1[CH:30]=[CH:31][C:32]2[O:36][C:35](B(O)O)=[CH:34][C:33]=2[CH:40]=1.[O-]P([O-])([O-])=O.[K+].[K+].[K+], predict the reaction product. The product is: [C@H:1]([NH:5][C:6]1[C:7]([C:35]2[O:36][C:32]3[CH:31]=[CH:30][C:29]([F:28])=[CH:40][C:33]=3[CH:34]=2)=[N:8][C:9]2[C:14]([N:15]=1)=[CH:13][C:12]([C:16]([O:18][CH3:19])=[O:17])=[CH:11][CH:10]=2)([CH2:3][CH3:4])[CH3:2]. (10) Given the reactants [CH3:1][C:2]([CH3:24])([CH2:16][O:17][CH:18]1[CH2:23][CH2:22][CH2:21][CH2:20][O:19]1)[CH2:3][CH2:4][N:5]1C(=O)C2C(=CC=CC=2)C1=O.O.NN, predict the reaction product. The product is: [CH3:1][C:2]([CH3:24])([CH2:16][O:17][CH:18]1[CH2:23][CH2:22][CH2:21][CH2:20][O:19]1)[CH2:3][CH2:4][NH2:5].